Dataset: Orexin1 receptor HTS with 218,158 compounds and 233 confirmed actives. Task: Binary Classification. Given a drug SMILES string, predict its activity (active/inactive) in a high-throughput screening assay against a specified biological target. (1) The result is 0 (inactive). The compound is S(=O)(=O)(Nc1ccc(OC)cc1)c1cc(C(=O)N2CCN(CC2)Cc2cc3OCOc3cc2)ccc1. (2) The molecule is O=C(c1ccc(C2CCCCC2)cc1)COC(=O)c1c([N+]([O-])=O)cccc1. The result is 0 (inactive). (3) The molecule is S(=O)(=O)(c1c2nc3c(nc2n(c1N)Cc1occc1)cccc3)c1ccc(OC)cc1. The result is 0 (inactive). (4) The molecule is O=C(N(C1CCN(CC1)C)C)c1cc2c(oc1=O)c(OC)ccc2. The result is 0 (inactive).